Dataset: Forward reaction prediction with 1.9M reactions from USPTO patents (1976-2016). Task: Predict the product of the given reaction. Given the reactants C([NH:9][C:10]1[S:11][CH2:12][C@@H:13]2[CH2:18][N:17]([C:19]3[N:24]=[CH:23][C:22]([F:25])=[CH:21][N:20]=3)[CH2:16][C@:14]2([C:26]2[CH:27]=[C:28]([NH:32][C:33]([C:35]3[CH:40]=[CH:39][C:38]([C:41]#[N:42])=[CH:37][N:36]=3)=[O:34])[CH:29]=[CH:30][CH:31]=2)[N:15]=1)(=O)C1C=CC=CC=1.[ClH:43].CON.N1C=CC=CC=1, predict the reaction product. The product is: [ClH:43].[NH2:9][C:10]1[S:11][CH2:12][C@@H:13]2[CH2:18][N:17]([C:19]3[N:24]=[CH:23][C:22]([F:25])=[CH:21][N:20]=3)[CH2:16][C@:14]2([C:26]2[CH:27]=[C:28]([NH:32][C:33]([C:35]3[CH:40]=[CH:39][C:38]([C:41]#[N:42])=[CH:37][N:36]=3)=[O:34])[CH:29]=[CH:30][CH:31]=2)[N:15]=1.